Task: Predict the reactants needed to synthesize the given product.. Dataset: Full USPTO retrosynthesis dataset with 1.9M reactions from patents (1976-2016) (1) The reactants are: [C:1]([O:7][CH2:8][N:9]1[C:13]2=[N:14][CH:15]=[C:16](Br)[N:17]=[C:12]2[C:11]([C:19](=[O:25])[NH:20][C:21]([CH3:24])([CH3:23])[CH3:22])=[CH:10]1)(=[O:6])[C:2]([CH3:5])([CH3:4])[CH3:3].[CH3:26][N:27]1[C:35]2[C:30](=[CH:31][CH:32]=[C:33]([C:36]#[N:37])[CH:34]=2)[C:29]([Sn](CCCC)(CCCC)CCCC)=[N:28]1.CN1C([Sn](CCCC)(CCCC)CCCC)C2C(=CC(C#N)=CC=2)N1. Given the product [C:1]([O:7][CH2:8][N:9]1[C:13]2=[N:14][CH:15]=[C:16]([C:29]3[C:30]4[C:35](=[CH:34][C:33]([C:36]#[N:37])=[CH:32][CH:31]=4)[N:27]([CH3:26])[N:28]=3)[N:17]=[C:12]2[C:11]([C:19](=[O:25])[NH:20][C:21]([CH3:24])([CH3:23])[CH3:22])=[CH:10]1)(=[O:6])[C:2]([CH3:5])([CH3:4])[CH3:3], predict the reactants needed to synthesize it. (2) Given the product [Cl:55][C:56]1[CH:57]=[CH:58][C:59]2[O:63][C:62]([NH:64][C:9]([NH:42][C:41]3[CH:43]=[CH:44][CH:45]=[C:39]([CH2:38][CH2:37][N:34]4[CH2:33][CH2:32][N:31]([C:27]5[CH:26]=[CH:25][CH:24]=[C:23]6[C:28]=5[CH:29]=[CH:30][C:21]([CH3:20])=[N:22]6)[CH2:36][CH2:35]4)[CH:40]=3)=[O:11])=[N:61][C:60]=2[CH:65]=1, predict the reactants needed to synthesize it. The reactants are: C(N(CC)CC)C.Cl[C:9](Cl)([O:11]C(=O)OC(Cl)(Cl)Cl)Cl.[CH3:20][C:21]1[CH:30]=[CH:29][C:28]2[C:23](=[CH:24][CH:25]=[CH:26][C:27]=2[N:31]2[CH2:36][CH2:35][N:34]([CH2:37][CH2:38][C:39]3[CH:40]=[C:41]([CH:43]=[CH:44][CH:45]=3)[NH2:42])[CH2:33][CH2:32]2)[N:22]=1.C(N(C(C)C)CC)(C)C.[Cl:55][C:56]1[CH:57]=[CH:58][C:59]2[O:63][C:62]([NH2:64])=[N:61][C:60]=2[CH:65]=1.